Dataset: Peptide-MHC class I binding affinity with 185,985 pairs from IEDB/IMGT. Task: Regression. Given a peptide amino acid sequence and an MHC pseudo amino acid sequence, predict their binding affinity value. This is MHC class I binding data. (1) The peptide sequence is NIGCAVNTPV. The MHC is HLA-A02:02 with pseudo-sequence HLA-A02:02. The binding affinity (normalized) is 0.553. (2) The peptide sequence is DPSRGRLGL. The MHC is Patr-B1301 with pseudo-sequence Patr-B1301. The binding affinity (normalized) is 0.322. (3) The peptide sequence is RLRPGGKKK. The MHC is HLA-B40:02 with pseudo-sequence HLA-B40:02. The binding affinity (normalized) is 0. (4) The peptide sequence is AVEDFLAFF. The MHC is HLA-A03:01 with pseudo-sequence HLA-A03:01. The binding affinity (normalized) is 0.0847. (5) The peptide sequence is VLIFILLTA. The MHC is HLA-A02:03 with pseudo-sequence HLA-A02:03. The binding affinity (normalized) is 0.543. (6) The MHC is HLA-B57:01 with pseudo-sequence HLA-B57:01. The binding affinity (normalized) is 0.323. The peptide sequence is HLTWSHAGY. (7) The peptide sequence is EELFYSYAT. The MHC is HLA-B18:01 with pseudo-sequence HLA-B18:01. The binding affinity (normalized) is 0.358. (8) The peptide sequence is QVGIFLICK. The MHC is HLA-B15:17 with pseudo-sequence HLA-B15:17. The binding affinity (normalized) is 0.0847.